This data is from Reaction yield outcomes from USPTO patents with 853,638 reactions. The task is: Predict the reaction yield, written as a fraction of the theoretical maximum amount of product (1.0 means a 100% yield; for example, 0.34 means a 34% yield). (1) The reactants are [CH3:1][N:2]1[CH2:7][CH:6]=[C:5]([C:8]2[CH:9]=[N:10][C:11]([CH3:17])=[C:12]([N+:14]([O-])=O)[CH:13]=2)[C:4]([CH3:19])([CH3:18])[CH2:3]1. The catalyst is CO.[OH-].[Pd+2].[OH-]. The product is [CH3:17][C:11]1[C:12]([NH2:14])=[CH:13][C:8]([CH:5]2[CH2:6][CH2:7][N:2]([CH3:1])[CH2:3][C:4]2([CH3:19])[CH3:18])=[CH:9][N:10]=1. The yield is 1.00. (2) The reactants are C1C=C(Cl)C=C(C(OO)=[O:9])C=1.[CH3:12][C:13]1[CH:14]=[C:15]([NH:19][C:20]2[S:21][CH:22]=[C:23]([C:25]3[CH:30]=[CH:29][N:28]=[CH:27][CH:26]=3)[N:24]=2)[CH:16]=[CH:17][CH:18]=1. The catalyst is C(Cl)Cl. The product is [CH3:12][C:13]1[CH:14]=[C:15]([NH:19][C:20]2[S:21][CH:22]=[C:23]([C:25]3[CH:30]=[CH:29][N+:28]([O-:9])=[CH:27][CH:26]=3)[N:24]=2)[CH:16]=[CH:17][CH:18]=1. The yield is 0.450.